Dataset: Forward reaction prediction with 1.9M reactions from USPTO patents (1976-2016). Task: Predict the product of the given reaction. (1) Given the reactants [CH2:1]=[CH:2][C:3]1[CH:8]=[CH:7][CH:6]=[CH:5][CH:4]=1.[C:9]([NH:13][C:14]([CH3:21])([CH3:20])[CH2:15][S:16]([OH:19])(=[O:18])=[O:17])(=[O:12])[CH:10]=[CH2:11].N(C(C)(C)C(OC)=O)=NC(C)(C)C(OC)=O, predict the reaction product. The product is: [CH2:1]=[CH:2][C:3]1[CH:8]=[CH:7][CH:6]=[CH:5][CH:4]=1.[C:9]([NH:13][C:14]([CH3:21])([CH3:20])[CH2:15][S:16]([OH:19])(=[O:17])=[O:18])(=[O:12])[CH:10]=[CH2:11]. (2) Given the reactants [C:1]([S:4]CC1C=C(C=CC=1Cl)C#N)(=[O:3])[CH3:2].Br[CH2:16][C:17]1[CH:18]=[C:19]([CH:27]=[C:28]([Cl:30])[CH:29]=1)[C:20]([N:22]([CH2:25][CH3:26])[CH2:23][CH3:24])=[O:21].BrCC1C=C(C=CC=1Cl)C#N, predict the reaction product. The product is: [C:1]([S:4][CH2:16][C:17]1[CH:18]=[C:19]([CH:27]=[C:28]([Cl:30])[CH:29]=1)[C:20]([N:22]([CH2:25][CH3:26])[CH2:23][CH3:24])=[O:21])(=[O:3])[CH3:2]. (3) Given the reactants [Br:1][C:2]1[C:10]2[S:9][C:8]([NH:11][C:12]([NH:14][CH2:15][CH3:16])=[O:13])=[N:7][C:6]=2[CH:5]=[C:4](I)[CH:3]=1.[CH2:18]([C:21]1([C:42]([O:44][CH2:45][CH3:46])=[O:43])[CH2:26][CH2:25][N:24]([C:27]2[N:32]=[CH:31][C:30](B3OC(C)(C)C(C)(C)O3)=[CH:29][N:28]=2)[CH2:23][CH2:22]1)[CH:19]=[CH2:20].CO.P([O-])([O-])([O-])=O.[K+].[K+].[K+], predict the reaction product. The product is: [CH2:18]([C:21]1([C:42]([O:44][CH2:45][CH3:46])=[O:43])[CH2:22][CH2:23][N:24]([C:27]2[N:28]=[CH:29][C:30]([C:4]3[CH:3]=[C:2]([Br:1])[C:10]4[S:9][C:8]([NH:11][C:12](=[O:13])[NH:14][CH2:15][CH3:16])=[N:7][C:6]=4[CH:5]=3)=[CH:31][N:32]=2)[CH2:25][CH2:26]1)[CH:19]=[CH2:20]. (4) The product is: [Cl:36][C:37]1[C:42]([C:43]([N:4]([CH2:3][CH:2]([CH3:26])[CH3:1])[C@H:5]2[CH2:10][C@@H:9]([C:11]([N:13]3[CH2:18][CH2:17][O:16][CH2:15][CH2:14]3)=[O:12])[CH2:8][N:7]([C:19]([O:21][C:22]([CH3:23])([CH3:24])[CH3:25])=[O:20])[CH2:6]2)=[O:44])=[CH:41][N:40]=[C:39]2[CH:46]=[CH:47][S:48][C:38]=12. Given the reactants [CH3:1][CH:2]([CH3:26])[CH2:3][NH:4][C@H:5]1[CH2:10][C@@H:9]([C:11]([N:13]2[CH2:18][CH2:17][O:16][CH2:15][CH2:14]2)=[O:12])[CH2:8][N:7]([C:19]([O:21][C:22]([CH3:25])([CH3:24])[CH3:23])=[O:20])[CH2:6]1.C(N(C(C)C)CC)(C)C.[Cl:36][C:37]1[C:42]([C:43](Cl)=[O:44])=[CH:41][N:40]=[C:39]2[CH:46]=[CH:47][S:48][C:38]=12.O, predict the reaction product. (5) The product is: [Cl:1][C:2]1[CH:10]=[C:9]2[C:5]([CH2:6][CH2:7][NH:8]2)=[CH:4][C:3]=1[C:11]1[CH:12]=[N:13][N:14]([CH3:16])[CH:15]=1. Given the reactants [Cl:1][C:2]1[CH:10]=[C:9]2[C:5]([CH:6]=[CH:7][NH:8]2)=[CH:4][C:3]=1[C:11]1[CH:12]=[N:13][N:14]([CH3:16])[CH:15]=1.C([BH3-])#N.[Na+], predict the reaction product.